From a dataset of Full USPTO retrosynthesis dataset with 1.9M reactions from patents (1976-2016). Predict the reactants needed to synthesize the given product. Given the product [C:1]([N:11]1[CH2:14][CH:13]([C:15]2[CH:20]=[CH:19][C:18]([N:21]3[CH2:25][C@H:24]([CH2:26][NH2:27])[O:23][C:22]3=[O:30])=[CH:17][C:16]=2[F:31])[CH2:12]1)([O:3][CH2:4][C:5]1[CH:10]=[CH:9][CH:8]=[CH:7][CH:6]=1)=[O:2], predict the reactants needed to synthesize it. The reactants are: [C:1]([N:11]1[CH2:14][CH:13]([C:15]2[CH:20]=[CH:19][C:18]([N:21]3[CH2:25][C@@H:24]([CH2:26][N:27]=[N+]=[N-])[O:23][C:22]3=[O:30])=[CH:17][C:16]=2[F:31])[CH2:12]1)([O:3][CH2:4][C:5]1[CH:10]=[CH:9][CH:8]=[CH:7][CH:6]=1)=[O:2].C1(P(C2C=CC=CC=2)C2C=CC=CC=2)C=CC=CC=1.O.